From a dataset of Catalyst prediction with 721,799 reactions and 888 catalyst types from USPTO. Predict which catalyst facilitates the given reaction. (1) Reactant: Cl.[F:2][C:3]1[CH:4]=[C:5](/[CH:10]=[CH:11]/[C:12]([NH:14][CH:15]([CH2:19][N:20]([CH3:22])[CH3:21])[C:16]([OH:18])=O)=[O:13])[CH:6]=[CH:7][C:8]=1[F:9].N1(OC(N(C)C)=[N+](C)C)C2N=CC=CC=2N=N1.Cl.[F:41][C:42]1[CH:53]=[C:52]2[C:45]([NH:46][CH:47]=[C:48]2[CH2:49][CH2:50][NH2:51])=[CH:44][CH:43]=1.C(N(CC)C(C)C)(C)C. Product: [F:2][C:3]1[CH:4]=[C:5](/[CH:10]=[CH:11]/[C:12]([NH:14][CH:15]([CH2:19][N:20]([CH3:22])[CH3:21])[C:16]([NH:51][CH2:50][CH2:49][C:48]2[C:52]3[C:45](=[CH:44][CH:43]=[C:42]([F:41])[CH:53]=3)[NH:46][CH:47]=2)=[O:18])=[O:13])[CH:6]=[CH:7][C:8]=1[F:9]. The catalyst class is: 9. (2) Reactant: [C:1]([O:5][NH:6][C:7]([C@:9]1([CH3:26])[C@H:14]([NH:15][S:16]([C:19]2[CH:24]=[CH:23][C:22]([OH:25])=[CH:21][CH:20]=2)(=[O:18])=[O:17])[CH2:13][CH2:12][O:11][CH2:10]1)=[O:8])([CH3:4])([CH3:3])[CH3:2].C(=O)([O-])[O-].[Cs+].[Cs+].Cl[CH2:34][C:35]1[C:44]2[C:39](=[CH:40][CH:41]=[CH:42][CH:43]=2)[N:38]=[C:37]([CH3:45])[CH:36]=1. Product: [C:1]([O:5][NH:6][C:7]([C@:9]1([CH3:26])[C@H:14]([NH:15][S:16]([C:19]2[CH:24]=[CH:23][C:22]([O:25][CH2:34][C:35]3[C:44]4[C:39](=[CH:40][CH:41]=[CH:42][CH:43]=4)[N:38]=[C:37]([CH3:45])[CH:36]=3)=[CH:21][CH:20]=2)(=[O:18])=[O:17])[CH2:13][CH2:12][O:11][CH2:10]1)=[O:8])([CH3:4])([CH3:2])[CH3:3]. The catalyst class is: 39. (3) Reactant: Br[CH2:2][CH2:3][C:4]([OH:6])=[O:5].[CH3:7][S:8](=[S:11])([O-:10])=[O:9].[Na+].C(OCC)(=O)C.CO. Product: [CH3:7][S:8](=[S:11])([O:10][CH2:2][CH2:3][C:4]([OH:6])=[O:5])=[O:9]. The catalyst class is: 18. (4) Reactant: [CH2:1]([O:4][C:5]([N:7]1[CH2:12][CH2:11][N:10]([C:13](=[O:31])[C@@H:14]([NH:20]C(OCC2C=CC=CC=2)=O)[CH2:15][C:16]([F:19])([F:18])[F:17])[CH2:9][CH2:8]1)=[O:6])[CH2:2][CH3:3]. Product: [CH2:1]([O:4][C:5]([N:7]1[CH2:12][CH2:11][N:10]([C:13](=[O:31])[C@@H:14]([NH2:20])[CH2:15][C:16]([F:17])([F:19])[F:18])[CH2:9][CH2:8]1)=[O:6])[CH2:2][CH3:3]. The catalyst class is: 29.